Dataset: Reaction yield outcomes from USPTO patents with 853,638 reactions. Task: Predict the reaction yield, written as a fraction of the theoretical maximum amount of product (1.0 means a 100% yield; for example, 0.34 means a 34% yield). (1) The reactants are [NH2:1][C:2]1[C:9]([O:10][CH3:11])=[C:8]([O:12][CH2:13][CH2:14][CH2:15][N:16]2[CH2:21][CH2:20][O:19][CH2:18][CH2:17]2)[CH:7]=[CH:6][C:3]=1[C:4]#[N:5].[CH2:22](N)[CH2:23][NH2:24].[S]. The catalyst is O. The product is [NH:5]1[CH2:22][CH2:23][N:24]=[C:4]1[C:3]1[C:2]([NH2:1])=[C:9]([O:10][CH3:11])[C:8]([O:12][CH2:13][CH2:14][CH2:15][N:16]2[CH2:17][CH2:18][O:19][CH2:20][CH2:21]2)=[CH:7][CH:6]=1. The yield is 0.430. (2) The reactants are [F:1][C:2]1[CH:7]=[C:6]([CH2:8]O)[CH:5]=[C:4]([NH:10][CH2:11][C:12]2[CH:17]=[CH:16][C:15]([O:18][CH3:19])=[CH:14][CH:13]=2)[N:3]=1.C(N(CC)CC)C.CS(Cl)(=O)=O.[O:32]1[CH2:36][CH2:35][O:34][CH:33]1[C:37]1[CH:38]=[C:39]([CH:52]=[C:53]([CH3:55])[CH:54]=1)[O:40][C:41]1[NH:46][C:45](=[O:47])[NH:44][C:43](=[O:48])[C:42]=1[CH:49]([CH3:51])[CH3:50].C(=O)([O-])[O-].[K+].[K+].[I-].[Li+]. The catalyst is C(Cl)(Cl)Cl.ClCCl.CN(C=O)C. The product is [O:34]1[CH2:35][CH2:36][O:32][CH:33]1[C:37]1[CH:38]=[C:39]([CH:52]=[C:53]([CH3:55])[CH:54]=1)[O:40][C:41]1[N:46]([CH2:8][C:6]2[CH:5]=[C:4]([NH:10][CH2:11][C:12]3[CH:17]=[CH:16][C:15]([O:18][CH3:19])=[CH:14][CH:13]=3)[N:3]=[C:2]([F:1])[CH:7]=2)[C:45](=[O:47])[NH:44][C:43](=[O:48])[C:42]=1[CH:49]([CH3:51])[CH3:50]. The yield is 0.530. (3) The product is [OH:4][C:3]1[CH:5]=[CH:6][CH:7]=[CH:8][C:2]=1/[CH:1]=[C:24]1/[C:22](=[O:23])[N:21]=[C:19]([N:14]2[CH2:15][CH2:16][CH2:17][N:11]([CH3:10])[CH2:12][CH2:13]2)[S:18]/1. The yield is 0.390. No catalyst specified. The reactants are [CH:1](=O)[C:2]1[C:3](=[CH:5][CH:6]=[CH:7][CH:8]=1)[OH:4].[CH3:10][N:11]1[CH2:17][CH2:16][CH2:15][NH:14][CH2:13][CH2:12]1.[S:18]1[CH2:24][C:22](=[O:23])[NH:21][C:19]1=S.